From a dataset of Reaction yield outcomes from USPTO patents with 853,638 reactions. Predict the reaction yield, written as a fraction of the theoretical maximum amount of product (1.0 means a 100% yield; for example, 0.34 means a 34% yield). The reactants are P(Cl)(Cl)(Cl)=O.[CH3:6][O:7][C:8]1[C:16]2[O:15][CH2:14][CH2:13][C:12]=2[CH:11]=[CH:10][CH:9]=1.O.[OH-].[Na+].CN(C)[CH:22]=[O:23]. No catalyst specified. The product is [CH3:6][O:7][C:8]1[C:16]2[O:15][CH2:14][CH2:13][C:12]=2[CH:11]=[C:10]([CH:22]=[O:23])[CH:9]=1. The yield is 0.440.